From a dataset of Catalyst prediction with 721,799 reactions and 888 catalyst types from USPTO. Predict which catalyst facilitates the given reaction. (1) The catalyst class is: 334. Product: [C:22]12([CH2:32][NH:33][C:34](=[O:35])[C:15]3[C:14]([Br:13])=[CH:19][N:18]=[C:17]([O:20][CH3:21])[CH:16]=3)[CH2:31][CH:26]3[CH2:27][CH:28]([CH2:30][CH:24]([CH2:25]3)[CH2:23]1)[CH2:29]2. Reactant: C([Li])CCC.C(NC(C)C)(C)C.[Br:13][C:14]1[CH:15]=[CH:16][C:17]([O:20][CH3:21])=[N:18][CH:19]=1.[C:22]12([CH2:32][N:33]=[C:34]=[O:35])[CH2:31][CH:26]3[CH2:27][CH:28]([CH2:30][CH:24]([CH2:25]3)[CH2:23]1)[CH2:29]2. (2) The catalyst class is: 335. Reactant: Br[C:2]1[CH:7]=[CH:6][C:5]([NH:8][C:9]2[CH:14]=[CH:13][C:12](Br)=[CH:11][CH:10]=2)=[CH:4][CH:3]=1.[C:16]1(B(O)O)[CH:21]=[CH:20][CH:19]=[CH:18][CH:17]=1.[O-]P([O-])([O-])=O.[K+].[K+].[K+]. Product: [C:2]1([C:2]2[CH:7]=[CH:6][CH:5]=[CH:4][CH:3]=2)[CH:7]=[CH:6][C:5]([NH:8][C:9]2[CH:14]=[CH:13][C:12]([C:16]3[CH:21]=[CH:20][CH:19]=[CH:18][CH:17]=3)=[CH:11][CH:10]=2)=[CH:4][CH:3]=1. (3) Reactant: CN(C([O:8]N1N=NC2C=CC=NC1=2)=[N+](C)C)C.F[P-](F)(F)(F)(F)F.ClC(Cl)C.[C:29]([C:33]1[CH:41]=[CH:40][C:36]([C:37]([OH:39])=[O:38])=[C:35]([NH:42][C@H:43]2[CH2:48][CH2:47][CH2:46][CH2:45][C@@H:44]2[N:49]2[CH2:53][CH2:52][CH2:51][CH2:50]2)[CH:34]=1)([CH3:32])([CH3:31])[CH3:30].[NH2:54][C:55]1[CH:64]=[C:63]2[C:58]([CH2:59][CH2:60][C:61](=[O:66])[N:62]2[CH3:65])=[CH:57][CH:56]=1.[OH-:67].[Na+]. Product: [C:37]([OH:39])(=[O:38])/[CH:36]=[CH:35]/[C:34]([OH:8])=[O:67].[C:29]([C:33]1[CH:41]=[CH:40][C:36]([C:37]([NH:54][C:55]2[CH:64]=[C:63]3[C:58]([CH2:59][CH2:60][C:61](=[O:66])[N:62]3[CH3:65])=[CH:57][CH:56]=2)=[O:38])=[C:35]([NH:42][C@H:43]2[CH2:48][CH2:47][CH2:46][CH2:45][C@@H:44]2[N:49]2[CH2:50][CH2:51][CH2:52][CH2:53]2)[CH:34]=1)([CH3:32])([CH3:31])[CH3:30]. The catalyst class is: 66. (4) Reactant: Br[C:2]1[CH:7]=[C:6]([Cl:8])[N:5]=[N:4][C:3]=1[NH2:9].Br[CH2:11][C:12]([C:14]1[CH:15]=[N:16][N:17]([CH2:19][C:20]2[CH:25]=[CH:24][C:23]([O:26][CH3:27])=[CH:22][CH:21]=2)[CH:18]=1)=O.[NH:28]1[CH2:33][CH2:32][O:31][CH2:30][CH2:29]1. Product: [Cl:8][C:6]1[CH:7]=[C:2]([N:28]2[CH2:33][CH2:32][O:31][CH2:30][CH2:29]2)[C:3]2[N:4]([CH:11]=[C:12]([C:14]3[CH:15]=[N:16][N:17]([CH2:19][C:20]4[CH:25]=[CH:24][C:23]([O:26][CH3:27])=[CH:22][CH:21]=4)[CH:18]=3)[N:9]=2)[N:5]=1. The catalyst class is: 8. (5) The catalyst class is: 171. Product: [NH2:22][C:5]1[CH:4]=[CH:3][C:2]([Cl:1])=[CH:7][C:6]=1[NH:8][CH:9]1[CH2:10][CH2:11][N:12]([C:15]([O:17][C:18]([CH3:21])([CH3:20])[CH3:19])=[O:16])[CH2:13][CH2:14]1. Reactant: [Cl:1][C:2]1[CH:3]=[CH:4][C:5]([N+:22]([O-])=O)=[C:6]([NH:8][CH:9]2[CH2:14][CH2:13][N:12]([C:15]([O:17][C:18]([CH3:21])([CH3:20])[CH3:19])=[O:16])[CH2:11][CH2:10]2)[CH:7]=1.O.NN. (6) Reactant: C(O)(C(F)(F)F)=O.C(OC([N:15]1[CH2:20][CH2:19][N:18]([S:21]([C:24]2[C:29]([Cl:30])=[CH:28][CH:27]=[C:26]([NH:31][C:32]3[C:35](=[O:36])[C:34](=[O:37])[C:33]=3[NH:38][C@@H:39]([C@H:42]3[CH2:46][CH2:45][C@@H:44]([CH3:47])[O:43]3)[CH2:40][CH3:41])[C:25]=2[OH:48])(=[O:23])=[O:22])[CH2:17][CH2:16]1)=O)(C)(C)C. Product: [Cl:30][C:29]1[CH:28]=[CH:27][C:26]([NH:31][C:32]2[C:35](=[O:36])[C:34](=[O:37])[C:33]=2[NH:38][C@@H:39]([C@H:42]2[CH2:46][CH2:45][C@@H:44]([CH3:47])[O:43]2)[CH2:40][CH3:41])=[C:25]([OH:48])[C:24]=1[S:21]([N:18]1[CH2:19][CH2:20][NH:15][CH2:16][CH2:17]1)(=[O:22])=[O:23]. The catalyst class is: 326. (7) Reactant: [C:1]([CH2:3][CH2:4][CH2:5][CH2:6][CH2:7][NH:8][C:9]([NH:11][C@@:12]([C:27]1[CH:32]=[C:31]([O:33][C:34]([F:39])([F:38])[CH:35]([F:37])[F:36])[CH:30]=[C:29]([F:40])[CH:28]=1)([C:20]1[CH:25]=[CH:24][C:23]([F:26])=[CH:22][CH:21]=1)[CH2:13][C:14]1[CH:19]=[CH:18][CH:17]=[CH:16][CH:15]=1)=[O:10])#[N:2].[Si]([N:45]=[N+:46]=[N-:47])(C)(C)C. Product: [N:2]1[NH:45][N:46]=[N:47][C:1]=1[CH2:3][CH2:4][CH2:5][CH2:6][CH2:7][NH:8][C:9]([NH:11][C@@:12]([C:27]1[CH:32]=[C:31]([O:33][C:34]([F:38])([F:39])[CH:35]([F:36])[F:37])[CH:30]=[C:29]([F:40])[CH:28]=1)([C:20]1[CH:25]=[CH:24][C:23]([F:26])=[CH:22][CH:21]=1)[CH2:13][C:14]1[CH:15]=[CH:16][CH:17]=[CH:18][CH:19]=1)=[O:10]. The catalyst class is: 57. (8) Reactant: [C:1]([O:5][C@@H:6]([C:12]1[C:36]([CH3:37])=[N:35][C:34]2=[CH:38][C:31]3=[N:32][N:33]2[C:13]=1[N:14]1[CH2:40][CH2:39][C:17]([CH3:41])([O:18][CH2:19][CH:20]=[CH:21][C:22]2[CH:23]=[CH:24][CH:25]=[CH:26][C:27]=2[CH2:28][CH:29]=[CH:30]3)[CH2:16][CH2:15]1)[C:7]([O:9]CC)=[O:8])([CH3:4])([CH3:3])[CH3:2].CO.[OH-].[Na+]. Product: [C:1]([O:5][C@@H:6]([C:12]1[C:36]([CH3:37])=[N:35][C:34]2=[CH:38][C:31]3=[N:32][N:33]2[C:13]=1[N:14]1[CH2:15][CH2:16][C:17]([CH3:41])([O:18][CH2:19][CH:20]=[CH:21][C:22]2[CH:23]=[CH:24][CH:25]=[CH:26][C:27]=2[CH2:28][CH:29]=[CH:30]3)[CH2:39][CH2:40]1)[C:7]([OH:9])=[O:8])([CH3:4])([CH3:2])[CH3:3]. The catalyst class is: 12. (9) Reactant: [CH3:1][C:2]1([CH3:37])[C:14]2[C:6]([N:7]=[C:8]3[C:13]=2[CH:12]=[CH:11][CH:10]=[CH:9]3)=[CH:5][C:4]2[CH:15]=[C:16]3[C:21]([C:3]1=2)=[CH:20][CH:19]([C:22]1[CH:34]=[CH:33][C:32]2[C:31]4[C:26](=[CH:27][CH:28]=[CH:29][CH:30]=4)[C:25]([CH3:36])([CH3:35])[C:24]=2[CH:23]=1)[CH:18]=[CH:17]3.CN(C=O)C.[Br:43]N1C(=O)CCC1=O. Product: [Br:43][C:15]1[C:4]2[CH:5]=[C:6]3[C:14]([C:2]([CH3:37])([CH3:1])[C:3]=2[C:21]2[C:16]=1[CH:17]=[CH:18][CH:19]([C:22]1[CH:34]=[CH:33][C:32]4[C:31]5[C:26](=[CH:27][CH:28]=[CH:29][CH:30]=5)[C:25]([CH3:36])([CH3:35])[C:24]=4[CH:23]=1)[CH:20]=2)=[C:13]1[C:8]([CH:9]=[CH:10][CH:11]=[CH:12]1)=[N:7]3. The catalyst class is: 6.